The task is: Predict which catalyst facilitates the given reaction.. This data is from Catalyst prediction with 721,799 reactions and 888 catalyst types from USPTO. (1) Reactant: Cl.[N:2]1([C:11]2[CH:20]=[CH:19][C:14]([C:15](=[NH:18])OC)=[CH:13][CH:12]=2)[C:6]2=[N:7][CH:8]=[CH:9][CH:10]=[C:5]2[CH:4]=[CH:3]1.[NH2:21][C:22]1[S:23][CH:24]=[CH:25][N:26]=1.C(N(CC)CC)C. Product: [N:2]1([C:11]2[CH:20]=[CH:19][C:14]([C:15]([NH2:18])=[N:21][C:22]3[S:23][CH:24]=[CH:25][N:26]=3)=[CH:13][CH:12]=2)[C:6]2=[N:7][CH:8]=[CH:9][CH:10]=[C:5]2[CH:4]=[CH:3]1. The catalyst class is: 5. (2) Reactant: [C:1]([CH2:4][C:5]1[CH:39]=[CH:38][C:8]([CH2:9][CH2:10][CH2:11][NH:12][C:13]2[CH:18]=[C:17]([O:19][CH3:20])[CH:16]=[CH:15][C:14]=2[CH:21]2[CH2:30][CH2:29][C:28]3[CH:27]=[C:26]([O:31][C:32](=[O:37])[C:33]([CH3:36])([CH3:35])[CH3:34])[CH:25]=[CH:24][C:23]=3[CH2:22]2)=[CH:7][CH:6]=1)(O)=[O:2].CN(C)C=O.C(Cl)(=O)C([Cl:48])=O. Product: [Cl:48][C:1]([CH2:4][C:5]1[CH:39]=[CH:38][C:8]([CH2:9][CH2:10][CH2:11][NH:12][C:13]2[CH:18]=[C:17]([O:19][CH3:20])[CH:16]=[CH:15][C:14]=2[CH:21]2[CH2:30][CH2:29][C:28]3[CH:27]=[C:26]([O:31][C:32](=[O:37])[C:33]([CH3:36])([CH3:35])[CH3:34])[CH:25]=[CH:24][C:23]=3[CH2:22]2)=[CH:7][CH:6]=1)=[O:2]. The catalyst class is: 7.